Dataset: KCNQ2 potassium channel screen with 302,405 compounds. Task: Binary Classification. Given a drug SMILES string, predict its activity (active/inactive) in a high-throughput screening assay against a specified biological target. (1) The molecule is o1c2c(c3CCCCc3c1=O)c(OC(C)C(=O)NCc1ccncc1)cc(c2)C. The result is 0 (inactive). (2) The drug is o1c(C(=O)Nc2cc(c(n3nnnc3)cc2)C)ccc1. The result is 0 (inactive). (3) The compound is O=C(Nc1ccc(CC)cc1)Cn1nc(c([N+]([O-])=O)c1C)C. The result is 0 (inactive). (4) The compound is N=1CCCCCC1Nc1n[nH]nn1. The result is 0 (inactive). (5) The compound is S=C1N(CC(C)C)C(=O)C(/N1)=C/c1sccc1. The result is 1 (active).